From a dataset of Forward reaction prediction with 1.9M reactions from USPTO patents (1976-2016). Predict the product of the given reaction. (1) Given the reactants [OH:1][N:2]1[C:6](=[O:7])[C:5]2=[CH:8][CH:9]=[CH:10][CH:11]=[C:4]2[C:3]1=[O:12].N1C=CC=CC=1.O1CCOCC1.[C:25](Cl)(=[O:32])[C:26]1[CH:31]=[CH:30][CH:29]=[CH:28][CH:27]=1, predict the reaction product. The product is: [C:25]([O:1][N:2]1[C:3](=[O:12])[C:4]2=[CH:11][CH:10]=[CH:9][CH:8]=[C:5]2[C:6]1=[O:7])(=[O:32])[C:26]1[CH:31]=[CH:30][CH:29]=[CH:28][CH:27]=1. (2) Given the reactants [NH:1]1[CH2:6][CH2:5][CH:4]([N:7]2[CH:11]=[C:10]([C:12]3[CH:17]=[N:16][C:15]([NH2:18])=[C:14]4[O:19][C:20]([C:22]5[C:30]6[C:25](=[CH:26][N:27]=[CH:28][CH:29]=6)[S:24][CH:23]=5)=[CH:21][C:13]=34)[CH:9]=[N:8]2)[CH2:3][CH2:2]1.C(N(C(C)C)CC)(C)C.[C:40](O)(=[O:49])[CH2:41][CH2:42][C:43]1[CH:48]=[CH:47][CH:46]=[CH:45][CH:44]=1.Cl.CN(C)CCCN=C=NCC, predict the reaction product. The product is: [NH2:18][C:15]1[N:16]=[CH:17][C:12]([C:10]2[CH:9]=[N:8][N:7]([CH:4]3[CH2:3][CH2:2][N:1]([C:40](=[O:49])[CH2:41][CH2:42][C:43]4[CH:48]=[CH:47][CH:46]=[CH:45][CH:44]=4)[CH2:6][CH2:5]3)[CH:11]=2)=[C:13]2[CH:21]=[C:20]([C:22]3[C:30]4[C:25](=[CH:26][N:27]=[CH:28][CH:29]=4)[S:24][CH:23]=3)[O:19][C:14]=12. (3) Given the reactants [NH:1]1[CH:5]=[C:4]([B:6]2[O:14][C:11]([CH3:13])([CH3:12])[C:8]([CH3:10])([CH3:9])[O:7]2)[CH:3]=[N:2]1.Br[CH2:16][CH2:17][CH2:18][O:19][CH3:20], predict the reaction product. The product is: [CH3:20][O:19][CH2:18][CH2:17][CH2:16][N:2]1[CH:3]=[C:4]([B:6]2[O:7][C:8]([CH3:9])([CH3:10])[C:11]([CH3:13])([CH3:12])[O:14]2)[CH:5]=[N:1]1.